From a dataset of Catalyst prediction with 721,799 reactions and 888 catalyst types from USPTO. Predict which catalyst facilitates the given reaction. Reactant: [Cl:1][CH2:2][CH2:3][CH2:4][CH:5]([C:17]1[CH:22]=[C:21]([CH:23]([CH3:25])[CH3:24])[C:20]([O:26][CH3:27])=[CH:19][C:18]=1[CH3:28])[C:6]([NH:8][NH:9]C(OC(C)(C)C)=O)=[O:7].Cl.C(OCC)(=O)C.[OH-].[Na+]. Product: [Cl:1][CH2:2][CH2:3][CH2:4][CH:5]([C:17]1[CH:22]=[C:21]([CH:23]([CH3:25])[CH3:24])[C:20]([O:26][CH3:27])=[CH:19][C:18]=1[CH3:28])[C:6]([NH:8][NH2:9])=[O:7]. The catalyst class is: 13.